Dataset: Forward reaction prediction with 1.9M reactions from USPTO patents (1976-2016). Task: Predict the product of the given reaction. (1) Given the reactants [CH3:1][N:2]1[CH:6]2[CH2:7][CH:8](OS(C)(=O)=O)[CH2:9][CH:3]1[CH2:4][CH2:5]2.C([O:17][C:18]([S-:20])=[S:19])C.[Na+], predict the reaction product. The product is: [CH3:1][N:2]1[C@@H:3]2[CH2:9][CH:8]([S:19][C:18]([SH:20])=[O:17])[CH2:7][C@H:6]1[CH2:5][CH2:4]2. (2) Given the reactants [C:1]([OH:6])(=[O:5])[C:2]([OH:4])=[O:3].Br[C:8]1[CH:28]=[CH:27][C:11]([CH2:12][CH:13]2[C:22]3[C:17](=[CH:18][C:19]([O:25][CH3:26])=[C:20]([O:23][CH3:24])[CH:21]=3)[CH2:16][CH2:15][NH:14]2)=[CH:10][CH:9]=1.[OH-].[Na+].[F:31][C:32]1[CH:37]=[CH:36][C:35](B(O)O)=[CH:34][CH:33]=1.C1C=CC(P(C2C=CC=CC=2)C2C=CC=CC=2)=CC=1.C([O-])([O-])=O.[Na+].[Na+].O.O.C(O)(=O)C(O)=O, predict the reaction product. The product is: [C:1]([OH:6])(=[O:5])[C:2]([OH:4])=[O:3].[F:31][C:32]1[CH:37]=[CH:36][C:35]([C:8]2[CH:28]=[CH:27][C:11]([CH2:12][CH:13]3[C:22]4[C:17](=[CH:18][C:19]([O:25][CH3:26])=[C:20]([O:23][CH3:24])[CH:21]=4)[CH2:16][CH2:15][NH:14]3)=[CH:10][CH:9]=2)=[CH:34][CH:33]=1.